This data is from Catalyst prediction with 721,799 reactions and 888 catalyst types from USPTO. The task is: Predict which catalyst facilitates the given reaction. Reactant: [C:1]1([C@H:11]([NH:13][C@@H:14]2[CH2:19][CH2:18][CH2:17][N:16](C(OCC3C=CC=CC=3)=O)[CH2:15]2)[CH3:12])[C:10]2[C:5](=[CH:6][CH:7]=[CH:8][CH:9]=2)[CH:4]=[CH:3][CH:2]=1. Product: [C:1]1([C@H:11]([NH:13][C@@H:14]2[CH2:19][CH2:18][CH2:17][NH:16][CH2:15]2)[CH3:12])[C:10]2[C:5](=[CH:6][CH:7]=[CH:8][CH:9]=2)[CH:4]=[CH:3][CH:2]=1. The catalyst class is: 129.